This data is from Full USPTO retrosynthesis dataset with 1.9M reactions from patents (1976-2016). The task is: Predict the reactants needed to synthesize the given product. (1) Given the product [S:2]([O:3][CH2:4][CH2:5][CH2:6][CH3:7])(=[O:14])(=[O:1])[CH3:13], predict the reactants needed to synthesize it. The reactants are: [O:1]=[S:2](=[O:14])([CH3:13])[O:3][CH2:4][CH2:5][CH2:6][CH2:7]OS(=O)(C)=O.C(=O)([O-])[O-].[K+].[K+]. (2) Given the product [ClH:1].[Cl:1][C:2]1[S:6][C:5](/[CH:7]=[CH:8]/[S:9]([NH:12][C@H:13]2[CH2:17][CH2:16][N:15]([C:18]3[CH:19]=[CH:20][C:21]4[CH2:27][NH:26][CH2:25][CH2:24][CH2:23][C:22]=4[CH:28]=3)[C:14]2=[O:29])(=[O:10])=[O:11])=[CH:4][CH:3]=1, predict the reactants needed to synthesize it. The reactants are: [Cl:1][C:2]1[S:6][C:5](/[CH:7]=[CH:8]/[S:9]([NH:12][C@H:13]2[CH2:17][CH2:16][N:15]([C:18]3[CH:19]=[CH:20][C:21]4[CH2:27][NH:26][CH2:25][CH2:24][CH2:23][C:22]=4[CH:28]=3)[C:14]2=[O:29])(=[O:11])=[O:10])=[CH:4][CH:3]=1.Cl. (3) The reactants are: Cl[C:2]1[C:3]2[CH:10]=[CH:9][S:8][C:4]=2[N:5]=[CH:6][N:7]=1.[CH3:11][O:12][C:13]1[CH:14]=[C:15]([CH:17]=[C:18]([O:20][CH3:21])[CH:19]=1)[NH2:16]. Given the product [CH3:21][O:20][C:18]1[CH:17]=[C:15]([NH:16][C:2]2[C:3]3[CH:10]=[CH:9][S:8][C:4]=3[N:5]=[CH:6][N:7]=2)[CH:14]=[C:13]([O:12][CH3:11])[CH:19]=1, predict the reactants needed to synthesize it. (4) Given the product [N+:8]([C:5]1[CH:4]=[N:3][C:2]([NH:27][CH2:26][CH2:25][CH2:24][C:18]2[CH:23]=[CH:22][CH:21]=[CH:20][CH:19]=2)=[N:7][CH:6]=1)([O-:10])=[O:9], predict the reactants needed to synthesize it. The reactants are: Cl[C:2]1[N:7]=[CH:6][C:5]([N+:8]([O-:10])=[O:9])=[CH:4][N:3]=1.C(N(CC)CC)C.[C:18]1([CH2:24][CH2:25][CH2:26][NH2:27])[CH:23]=[CH:22][CH:21]=[CH:20][CH:19]=1.O. (5) Given the product [CH3:14][N:15]([CH3:17])[CH:16]=[CH:9][C:8]([C:7]1[N:3]([CH2:1][CH3:2])[C:4]([CH2:11][CH2:12][CH3:13])=[N:5][CH:6]=1)=[O:10], predict the reactants needed to synthesize it. The reactants are: [CH2:1]([N:3]1[C:7]([C:8](=[O:10])[CH3:9])=[CH:6][N:5]=[C:4]1[CH2:11][CH2:12][CH3:13])[CH3:2].[CH3:14][N:15]([CH:17]=O)[CH3:16].C[C:14]([N:15]([CH3:17])[CH3:16])=O. (6) Given the product [Cl:8][C:7]1[N:6]=[C:5]2[O:9][C:10]([C:16]3[CH:21]=[CH:20][C:19]([F:22])=[CH:18][CH:17]=3)=[C:11]([C:12](=[O:13])[NH:14][CH3:15])[C:4]2=[CH:3][C:2]=1[C:34]1[CH:35]=[C:30]([CH:31]=[CH:32][CH:33]=1)[C:28]([O:27][C:23]([CH3:25])([CH3:26])[CH3:24])=[O:29], predict the reactants needed to synthesize it. The reactants are: Br[C:2]1[CH:3]=[C:4]2[C:11]([C:12]([NH:14][CH3:15])=[O:13])=[C:10]([C:16]3[CH:21]=[CH:20][C:19]([F:22])=[CH:18][CH:17]=3)[O:9][C:5]2=[N:6][C:7]=1[Cl:8].[C:23]([O:27][C:28]([C:30]1[CH:31]=[C:32](B(O)O)[CH:33]=[CH:34][CH:35]=1)=[O:29])([CH3:26])([CH3:25])[CH3:24].C(=O)([O-])[O-].[Cs+].[Cs+].N#N. (7) Given the product [CH3:1][C:2]1[CH:7]=[C:6]([CH3:8])[N:5]2[N:9]=[C:10]([S:12][CH2:14][CH2:15][OH:16])[N:11]=[C:4]2[N:3]=1, predict the reactants needed to synthesize it. The reactants are: [CH3:1][C:2]1[CH:7]=[C:6]([CH3:8])[N:5]2[N:9]=[C:10]([SH:12])[N:11]=[C:4]2[N:3]=1.Br[CH2:14][CH2:15][OH:16]. (8) Given the product [CH2:1]([N:8]1[CH:12]=[C:11]([CH2:13][CH2:14][C:15]([O:17][CH2:18][CH3:19])=[O:16])[C:10]([CH:20]([CH3:21])[CH3:22])=[N:9]1)[C:2]1[CH:3]=[CH:4][CH:5]=[CH:6][CH:7]=1, predict the reactants needed to synthesize it. The reactants are: [CH2:1]([N:8]1[CH:12]=[C:11](/[CH:13]=[CH:14]/[C:15]([O:17][CH2:18][CH3:19])=[O:16])[C:10]([CH:20]([CH3:22])[CH3:21])=[N:9]1)[C:2]1[CH:7]=[CH:6][CH:5]=[CH:4][CH:3]=1.